Dataset: Tyrosyl-DNA phosphodiesterase HTS with 341,365 compounds. Task: Binary Classification. Given a drug SMILES string, predict its activity (active/inactive) in a high-throughput screening assay against a specified biological target. (1) The drug is Clc1cc(NC(=O)C(=O)NCC(N2CCN(CC2)Cc2ccccc2)c2cccnc2)ccc1. The result is 0 (inactive). (2) The molecule is O1CCN(CC1)C(=O)COc1ccc(OCC)cc1. The result is 0 (inactive). (3) The molecule is O=c1[nH]c2c(cc1CN(c1cc(ccc1)C)C(=O)C)cc(OC)cc2. The result is 0 (inactive). (4) The drug is Clc1c(NC(=S)NNC(=O)c2cc3nc(n(c3cc2)CC)C)ccc(Cl)c1. The result is 0 (inactive).